Dataset: Peptide-MHC class I binding affinity with 185,985 pairs from IEDB/IMGT. Task: Regression. Given a peptide amino acid sequence and an MHC pseudo amino acid sequence, predict their binding affinity value. This is MHC class I binding data. (1) The peptide sequence is ILQEMSETY. The MHC is HLA-B15:01 with pseudo-sequence HLA-B15:01. The binding affinity (normalized) is 0.512. (2) The peptide sequence is WTFTPTTPL. The MHC is HLA-B83:01 with pseudo-sequence HLA-B83:01. The binding affinity (normalized) is 0.213. (3) The peptide sequence is YQVNNLEEI. The MHC is HLA-A02:01 with pseudo-sequence HLA-A02:01. The binding affinity (normalized) is 0.771. (4) The peptide sequence is SPISSIFSR. The MHC is HLA-A31:01 with pseudo-sequence HLA-A31:01. The binding affinity (normalized) is 0.328. (5) The peptide sequence is KINPLLDEPL. The MHC is HLA-A68:02 with pseudo-sequence HLA-A68:02. The binding affinity (normalized) is 0.148. (6) The peptide sequence is SDALELDTI. The MHC is Patr-B2401 with pseudo-sequence Patr-B2401. The binding affinity (normalized) is 0.758. (7) The peptide sequence is SQWDDPWGEVL. The MHC is Mamu-B08 with pseudo-sequence Mamu-B08. The binding affinity (normalized) is 0. (8) The peptide sequence is RPVFARLPF. The MHC is HLA-B38:01 with pseudo-sequence HLA-B38:01. The binding affinity (normalized) is 0.0847.